Dataset: Forward reaction prediction with 1.9M reactions from USPTO patents (1976-2016). Task: Predict the product of the given reaction. (1) Given the reactants [OH2:1].[F-].C([N+](CCCC)(CCCC)CCCC)CCC.[Si]([CH2:27][CH2:28][C@H:29]([OH:35])[C:30]([CH3:34])([CH3:33])[C:31]#[N:32])(C(C)(C)C)(C)C, predict the reaction product. The product is: [OH:1][CH2:27][CH2:28][C@H:29]([OH:35])[C:30]([CH3:34])([CH3:33])[C:31]#[N:32]. (2) Given the reactants [NH2:1][CH2:2][CH2:3][CH:4]1[CH2:9][CH2:8][N:7]([C:10](=[O:21])/[CH:11]=[CH:12]/[C:13]2[CH:18]=[C:17]([Cl:19])[CH:16]=[C:15]([Cl:20])[CH:14]=2)[CH2:6][CH2:5]1.C(OC(C1OC(Cl)=NC=1)=O)C.[O:33]=[C:34]1[NH:38][CH:37]=[C:36]([C:39](O)=[O:40])[O:35]1.CCN(C(C)C)C(C)C.C(P1(=O)OP(CCC)(=O)OP(CCC)(=O)O1)CC, predict the reaction product. The product is: [Cl:20][C:15]1[CH:14]=[C:13](/[CH:12]=[CH:11]/[C:10]([N:7]2[CH2:6][CH2:5][CH:4]([CH2:3][CH2:2][NH:1][C:39]([C:36]3[O:35][C:34](=[O:33])[NH:38][CH:37]=3)=[O:40])[CH2:9][CH2:8]2)=[O:21])[CH:18]=[C:17]([Cl:19])[CH:16]=1. (3) Given the reactants [Br-:1].[Br-].[Br-].C([N+](CCCC)(CCCC)CCCC)CCC.C([N+](CCCC)(CCCC)CCCC)CCC.C([N+](CCCC)(CCCC)CCCC)CCC.[Cl:55][C:56]1[CH:57]=[C:58]([C:63]([CH3:68])([CH3:67])[C:64](=[O:66])[CH3:65])[CH:59]=[CH:60][C:61]=1[Cl:62], predict the reaction product. The product is: [Br:1][CH2:65][C:64](=[O:66])[C:63]([C:58]1[CH:59]=[CH:60][C:61]([Cl:62])=[C:56]([Cl:55])[CH:57]=1)([CH3:68])[CH3:67].